From a dataset of Peptide-MHC class I binding affinity with 185,985 pairs from IEDB/IMGT. Regression. Given a peptide amino acid sequence and an MHC pseudo amino acid sequence, predict their binding affinity value. This is MHC class I binding data. The peptide sequence is KSDGTGTIY. The MHC is HLA-A31:01 with pseudo-sequence HLA-A31:01. The binding affinity (normalized) is 0.0847.